This data is from Full USPTO retrosynthesis dataset with 1.9M reactions from patents (1976-2016). The task is: Predict the reactants needed to synthesize the given product. (1) Given the product [Cl:16][C:7]1[C:8]([C:11]#[N:12])=[CH:9][C:4]([C:3]([O:2][CH3:1])=[O:14])=[C:5]([CH3:13])[N:6]=1, predict the reactants needed to synthesize it. The reactants are: [CH3:1][O:2][C:3](=[O:14])[C:4]1[C:5]([CH3:13])=[N:6][CH2:7][C:8]([C:11]#[N:12])(O)[CH:9]=1.P(Cl)(Cl)(Cl)(Cl)[Cl:16]. (2) Given the product [O:104]=[C:105]1[CH:109]=[CH:108][C:107](=[O:110])[N:106]1[CH2:111][CH2:112][CH2:113][CH2:114][CH2:115][C:116]([NH:118][N:119]([C:1](=[O:2])[CH2:4][CH2:5][CH2:6][N:7]([CH3:63])[C@H:8]([C:12]([NH:14][C@H:15]([C:19]([N:21]([C@@H:23]([C@@H:59]([CH3:62])[CH2:60][CH3:61])[C@H:24]([O:57][CH3:58])[CH2:25][C:26]([N:28]1[CH2:32][CH2:31][CH2:30][C@H:29]1[C@H:33]([O:55][CH3:56])[C@@H:34]([CH3:54])[C:35]([NH:37][C@@H:38]([CH2:47][C:48]1[CH:53]=[CH:52][CH:51]=[CH:50][CH:49]=1)[C:39]([N:41]1[CH2:46][CH2:45][CH2:44][CH2:43][O:42]1)=[O:40])=[O:36])=[O:27])[CH3:22])=[O:20])[CH:16]([CH3:18])[CH3:17])=[O:13])[CH:9]([CH3:11])[CH3:10])[CH3:74])=[O:117], predict the reactants needed to synthesize it. The reactants are: [C:1]([CH2:4][CH2:5][CH2:6][N:7]([CH3:63])[C@H:8]([C:12]([NH:14][C@H:15]([C:19]([N:21]([C@@H:23]([C@@H:59]([CH3:62])[CH2:60][CH3:61])[C@H:24]([O:57][CH3:58])[CH2:25][C:26]([N:28]1[CH2:32][CH2:31][CH2:30][C@H:29]1[C@H:33]([O:55][CH3:56])[C@@H:34]([CH3:54])[C:35]([NH:37][C@@H:38]([CH2:47][C:48]1[CH:53]=[CH:52][CH:51]=[CH:50][CH:49]=1)[C:39]([N:41]1[CH2:46][CH2:45][CH2:44][CH2:43][O:42]1)=[O:40])=[O:36])=[O:27])[CH3:22])=[O:20])[CH:16]([CH3:18])[CH3:17])=[O:13])[CH:9]([CH3:11])[CH3:10])(O)=[O:2].F[P-](F)(F)(F)(F)F.N1(OC(N(C)C)=[N+](C)C)C2N=CC=C[C:74]=2N=N1.C(N(CC)C(C)C)(C)C.FC(F)(F)C(O)=O.[O:104]=[C:105]1[CH:109]=[CH:108][C:107](=[O:110])[N:106]1[CH2:111][CH2:112][CH2:113][CH2:114][CH2:115][C:116]([N:118](C)[NH2:119])=[O:117]. (3) Given the product [N+:22]([C:19]1[CH:20]=[CH:21][C:16]([N:1]2[CH2:2][CH2:3][CH:4]([NH:7][C:8](=[O:14])[O:9][C:10]([CH3:11])([CH3:13])[CH3:12])[CH2:5][CH2:6]2)=[CH:17][CH:18]=1)([O-:24])=[O:23], predict the reactants needed to synthesize it. The reactants are: [NH:1]1[CH2:6][CH2:5][CH:4]([NH:7][C:8](=[O:14])[O:9][C:10]([CH3:13])([CH3:12])[CH3:11])[CH2:3][CH2:2]1.F[C:16]1[CH:21]=[CH:20][C:19]([N+:22]([O-:24])=[O:23])=[CH:18][CH:17]=1.C(=O)([O-])[O-].[K+].[K+]. (4) Given the product [F:12][C:8]1[CH:7]=[C:6]2[C:11]([C:2]([N:29]([C:25]3[CH:24]=[N:23][CH:28]=[CH:27][CH:26]=3)[CH2:30][CH2:31][CH2:32][OH:33])=[N:3][C:4](/[CH:13]=[CH:14]/[C:15]3[O:16][C:17]([N+:20]([O-:22])=[O:21])=[CH:18][CH:19]=3)=[N:5]2)=[CH:10][CH:9]=1, predict the reactants needed to synthesize it. The reactants are: Cl[C:2]1[C:11]2[C:6](=[CH:7][C:8]([F:12])=[CH:9][CH:10]=2)[N:5]=[C:4]([CH:13]=[CH:14][C:15]2[O:16][C:17]([N+:20]([O-:22])=[O:21])=[CH:18][CH:19]=2)[N:3]=1.[N:23]1[CH:28]=[CH:27][CH:26]=[C:25]([NH:29][CH2:30][CH2:31][CH2:32][OH:33])[CH:24]=1. (5) The reactants are: S(=O)(=O)(O)O.[OH:6][CH2:7][CH:8]1[NH:13][C:12](=[O:14])[CH2:11][CH2:10][CH2:9]1.[CH3:15][C:16](=[CH2:18])[CH3:17].C(=O)([O-])O.[Na+]. Given the product [C:16]([O:6][CH2:7][CH:8]1[NH:13][C:12](=[O:14])[CH2:11][CH2:10][CH2:9]1)([CH3:18])([CH3:17])[CH3:15], predict the reactants needed to synthesize it. (6) Given the product [CH2:1]([C:9]1[CH:17]=[CH:16][CH:15]=[CH:14][C:10]=1[CH:11]=[O:12])[CH2:2][C:3]1[CH:8]=[CH:7][CH:6]=[CH:5][CH:4]=1, predict the reactants needed to synthesize it. The reactants are: [CH2:1]([C:9]1[CH:17]=[CH:16][CH:15]=[CH:14][C:10]=1[C:11](O)=[O:12])[CH2:2][C:3]1[CH:8]=[CH:7][CH:6]=[CH:5][CH:4]=1.C(Cl)(=O)C(Cl)=O.CN(C=O)C.